Dataset: Reaction yield outcomes from USPTO patents with 853,638 reactions. Task: Predict the reaction yield, written as a fraction of the theoretical maximum amount of product (1.0 means a 100% yield; for example, 0.34 means a 34% yield). The reactants are [OH:1][C@@H:2]1[CH2:7][C@:6]2([CH3:17])[C@@H:8]([C:11]3[CH2:15][O:14][C:13](=[O:16])[CH:12]=3)[CH2:9][CH2:10][C@:5]2([OH:18])[CH:4]2[CH2:19][CH2:20][C@@:21]3([OH:34])[C@@:30]4([CH:3]12)[C@H:25]([O:26][C:27]([CH3:32])([CH3:31])[O:28][CH2:29]4)[CH2:24][C@H:23]([OH:33])[CH2:22]3.C(N(C(C)C)CC)(C)C.[CH3:44][O:45][CH2:46]Cl. The catalyst is ClCCl.O. The product is [OH:34][C@@:21]12[CH2:22][C@@H:23]([O:33][CH2:44][O:45][CH3:46])[CH2:24][C@H:25]3[O:26][C:27]([CH3:31])([CH3:32])[O:28][CH2:29][C@@:30]13[CH:3]1[CH:4]([C@@:5]3([O:18][CH2:25][O:26][CH3:27])[CH2:10][CH2:9][C@H:8]([C:11]4[CH2:15][O:14][C:13](=[O:16])[CH:12]=4)[C@@:6]3([CH3:17])[CH2:7][C@H:2]1[O:1][CH2:13][O:14][CH3:15])[CH2:19][CH2:20]2. The yield is 0.750.